This data is from Forward reaction prediction with 1.9M reactions from USPTO patents (1976-2016). The task is: Predict the product of the given reaction. Given the reactants Cl.[CH2:2]([O:4][C:5](=[O:15])[C@H:6]([CH2:8][C:9]1[CH:14]=[CH:13][CH:12]=[CH:11][CH:10]=1)[NH2:7])[CH3:3].[O-]S([O-])(=O)=O.[Mg+2].[CH:22](=O)[CH3:23].CCN(CC)CC.[BH4-].[Na+], predict the reaction product. The product is: [CH2:22]([NH:7][C@@H:6]([CH2:8][C:9]1[CH:14]=[CH:13][CH:12]=[CH:11][CH:10]=1)[C:5]([O:4][CH2:2][CH3:3])=[O:15])[CH3:23].